From a dataset of Forward reaction prediction with 1.9M reactions from USPTO patents (1976-2016). Predict the product of the given reaction. Given the reactants [NH2:1][C:2]1[CH:10]=[C:9]([C:11]([CH3:14])([CH3:13])[CH3:12])[CH:8]=[CH:7][C:3]=1[C:4](O)=[O:5].[O:15]([C:17]#[N:18])[K].[OH-].[Na+].Cl, predict the reaction product. The product is: [C:11]([C:9]1[CH:10]=[C:2]2[C:3]([C:4]([OH:5])=[N:18][C:17]([OH:15])=[N:1]2)=[CH:7][CH:8]=1)([CH3:14])([CH3:13])[CH3:12].